This data is from Full USPTO retrosynthesis dataset with 1.9M reactions from patents (1976-2016). The task is: Predict the reactants needed to synthesize the given product. (1) Given the product [Cl:18][C:19]1[CH:24]=[CH:23][CH:22]=[CH:21][C:20]=1[O:25][C:2]1[N:9]=[C:8]([C:10]2[CH:15]=[CH:14][C:13]([F:16])=[C:12]([CH3:17])[CH:11]=2)[CH:7]=[CH:6][C:3]=1[CH:4]=[O:5], predict the reactants needed to synthesize it. The reactants are: Cl[C:2]1[N:9]=[C:8]([C:10]2[CH:15]=[CH:14][C:13]([F:16])=[C:12]([CH3:17])[CH:11]=2)[CH:7]=[CH:6][C:3]=1[CH:4]=[O:5].[Cl:18][C:19]1[CH:24]=[CH:23][CH:22]=[CH:21][C:20]=1[OH:25]. (2) Given the product [CH3:11][O:10][C:4]1[N:3]=[C:2]([OH:21])[CH:7]=[C:6]([O:8][CH3:9])[N:5]=1, predict the reactants needed to synthesize it. The reactants are: Cl[C:2]1[CH:7]=[C:6]([O:8][CH3:9])[N:5]=[C:4]([O:10][CH3:11])[N:3]=1.C1N2CCN(CC2)C1.C(=O)([O-])[O-:21].[K+].[K+].C(O)(=O)CC(CC(O)=O)(C(O)=O)O. (3) Given the product [CH3:33][O:32][CH2:31][CH2:30][O:29][C:25]1[CH:24]=[C:23]([CH:28]=[CH:27][CH:26]=1)[O:22][C:19]1[CH:20]=[CH:21][C:16]([NH:15][C:13]2[C:14]3[N:6]([CH2:5][CH2:4][NH:3][C:40](=[O:41])[CH2:39][S:36]([CH3:35])(=[O:38])=[O:37])[CH:7]=[CH:8][C:9]=3[N:10]=[CH:11][N:12]=2)=[CH:17][C:18]=1[CH3:34], predict the reactants needed to synthesize it. The reactants are: Cl.Cl.[NH2:3][CH2:4][CH2:5][N:6]1[C:14]2[C:13]([NH:15][C:16]3[CH:21]=[CH:20][C:19]([O:22][C:23]4[CH:28]=[CH:27][CH:26]=[C:25]([O:29][CH2:30][CH2:31][O:32][CH3:33])[CH:24]=4)=[C:18]([CH3:34])[CH:17]=3)=[N:12][CH:11]=[N:10][C:9]=2[CH:8]=[CH:7]1.[CH3:35][S:36]([CH2:39][C:40](O)=[O:41])(=[O:38])=[O:37].ON1C2C=CC=CC=2N=N1.Cl.C(N=C=NCCCN(C)C)C. (4) Given the product [NH2:23][C:20]1[N:21]=[CH:22][C:17]([C:3]2[CH:4]=[CH:5][C:6]([C:25]3[CH:30]=[CH:29][CH:28]=[CH:27][C:26]=3[S:31]([N:34]3[CH2:39][CH2:38][CH2:37][CH:36]([CH2:40][OH:41])[CH2:35]3)(=[O:32])=[O:33])=[CH:7][C:2]=2[F:1])=[N:18][CH:19]=1, predict the reactants needed to synthesize it. The reactants are: [F:1][C:2]1[CH:7]=[C:6](B2OC(C)(C)C(C)(C)O2)[CH:5]=[CH:4][C:3]=1[C:17]1[N:18]=[CH:19][C:20]([NH2:23])=[N:21][CH:22]=1.Br[C:25]1[CH:30]=[CH:29][CH:28]=[CH:27][C:26]=1[S:31]([N:34]1[CH2:39][CH2:38][CH2:37][CH:36]([CH2:40][OH:41])[CH2:35]1)(=[O:33])=[O:32]. (5) The reactants are: [CH2:1]([O:3][C:4]([C:6]1[C:11](Br)=[C:10]([NH2:13])[N:9]=[C:8]([CH:14]2[CH2:16][CH2:15]2)[N:7]=1)=[O:5])[CH3:2].[CH3:17][Sn](C)(C)C. Given the product [CH2:1]([O:3][C:4]([C:6]1[C:11]([CH3:17])=[C:10]([NH2:13])[N:9]=[C:8]([CH:14]2[CH2:16][CH2:15]2)[N:7]=1)=[O:5])[CH3:2], predict the reactants needed to synthesize it. (6) Given the product [Cl:29][C:23]1[C:22]([CH3:30])=[C:21]([C:18]2[CH:19]=[CH:20][N:16]([CH2:15][C@@H:14]([NH:13][C:11]([C:9]3[N:10]=[C:6]([CH:3]([OH:5])[CH3:4])[S:7][CH:8]=3)=[O:12])[CH3:31])[N:17]=2)[CH:26]=[CH:25][C:24]=1[C:27]#[N:28], predict the reactants needed to synthesize it. The reactants are: [BH4-].[Na+].[C:3]([C:6]1[S:7][CH:8]=[C:9]([C:11]([NH:13][C@@H:14]([CH3:31])[CH2:15][N:16]2[CH:20]=[CH:19][C:18]([C:21]3[CH:26]=[CH:25][C:24]([C:27]#[N:28])=[C:23]([Cl:29])[C:22]=3[CH3:30])=[N:17]2)=[O:12])[N:10]=1)(=[O:5])[CH3:4]. (7) Given the product [Cl:8][C:9]1[CH:14]=[CH:13][C:12]([S:15]([N:37]2[CH2:36][CH2:35][C:31]3([N:30]=[C:29]([C:23]4[CH:24]=[CH:25][C:26]([Cl:28])=[CH:27][C:22]=4[Cl:21])[NH:33][C:32]3=[O:34])[CH2:39][CH2:38]2)(=[O:17])=[O:16])=[CH:11][CH:10]=1, predict the reactants needed to synthesize it. The reactants are: C(N(CC)CC)C.[Cl:8][C:9]1[CH:14]=[CH:13][C:12]([S:15](Cl)(=[O:17])=[O:16])=[CH:11][CH:10]=1.Cl.Cl.[Cl:21][C:22]1[CH:27]=[C:26]([Cl:28])[CH:25]=[CH:24][C:23]=1[C:29]1[NH:33][C:32](=[O:34])[C:31]2([CH2:39][CH2:38][NH:37][CH2:36][CH2:35]2)[N:30]=1.